This data is from Full USPTO retrosynthesis dataset with 1.9M reactions from patents (1976-2016). The task is: Predict the reactants needed to synthesize the given product. (1) Given the product [NH2:1][C:2]1[CH:11]=[C:10]2[C:5]([C:6]([CH3:17])=[C:7]([CH2:13][C:14]([O:16][CH3:18])=[O:15])[C:8](=[O:12])[O:9]2)=[CH:4][CH:3]=1, predict the reactants needed to synthesize it. The reactants are: [NH2:1][C:2]1[CH:11]=[C:10]2[C:5]([C:6]([CH3:17])=[C:7]([CH2:13][C:14]([OH:16])=[O:15])[C:8](=[O:12])[O:9]2)=[CH:4][CH:3]=1.[CH3:18]O. (2) The reactants are: Br[C:2]1[CH:7]=[CH:6][C:5]([NH:8][S:9]([C:12]2[CH:17]=[CH:16][CH:15]=[CH:14][CH:13]=2)(=[O:11])=[O:10])=[CH:4][C:3]=1[NH2:18].[B:19]1([B:19]2[O:23][C:22]([CH3:25])([CH3:24])[C:21]([CH3:27])([CH3:26])[O:20]2)[O:23][C:22]([CH3:25])([CH3:24])[C:21]([CH3:27])([CH3:26])[O:20]1.CC([O-])=O.[K+]. Given the product [NH2:18][C:3]1[CH:4]=[C:5]([NH:8][S:9]([C:12]2[CH:17]=[CH:16][CH:15]=[CH:14][CH:13]=2)(=[O:11])=[O:10])[CH:6]=[CH:7][C:2]=1[B:19]1[O:23][C:22]([CH3:25])([CH3:24])[C:21]([CH3:27])([CH3:26])[O:20]1, predict the reactants needed to synthesize it. (3) Given the product [Cl:7][C:8]1[C:9]([CH:18]([N+:19]([O-:21])=[O:20])[CH2:23][NH:24][C:25](=[O:36])[C:26]2[CH:31]=[CH:30][CH:29]=[CH:28][C:27]=2[C:32]([F:33])([F:35])[F:34])=[N:10][CH:11]=[C:12]([C:14]([F:17])([F:15])[F:16])[CH:13]=1, predict the reactants needed to synthesize it. The reactants are: CC(C)([O-])C.[K+].[Cl:7][C:8]1[C:9]([CH2:18][N+:19]([O-:21])=[O:20])=[N:10][CH:11]=[C:12]([C:14]([F:17])([F:16])[F:15])[CH:13]=1.Cl[CH2:23][NH:24][C:25](=[O:36])[C:26]1[CH:31]=[CH:30][CH:29]=[CH:28][C:27]=1[C:32]([F:35])([F:34])[F:33].Cl. (4) Given the product [C:26]([N:15]1[CH2:16][CH2:17][CH:12]([NH:11][C:8]2[C:9](=[O:10])[N:5]([C:1]([CH3:4])([CH3:2])[CH3:3])[S:6](=[O:25])(=[O:24])[C:7]=2[C:18]2[CH:19]=[CH:20][CH:21]=[CH:22][CH:23]=2)[CH2:13][CH2:14]1)(=[O:33])[C:27]1[CH:32]=[CH:31][CH:30]=[CH:29][CH:28]=1, predict the reactants needed to synthesize it. The reactants are: [C:1]([N:5]1[C:9](=[O:10])[C:8]([NH:11][CH:12]2[CH2:17][CH2:16][NH:15][CH2:14][CH2:13]2)=[C:7]([C:18]2[CH:23]=[CH:22][CH:21]=[CH:20][CH:19]=2)[S:6]1(=[O:25])=[O:24])([CH3:4])([CH3:3])[CH3:2].[C:26](O)(=[O:33])[C:27]1[CH:32]=[CH:31][CH:30]=[CH:29][CH:28]=1.C(Cl)CCl.C1C=CC2N(O)N=NC=2C=1. (5) Given the product [CH2:9]([C@H:5]1[C@:4]([OH:12])([CH3:1])[CH2:8][CH2:7][N:6]1[C:14]1[CH:21]=[CH:20][C:17]([C:18]#[N:19])=[C:16]([O:22][CH3:23])[CH:15]=1)[CH3:11], predict the reactants needed to synthesize it. The reactants are: [CH:1]1([C@:4]2([OH:12])[CH2:8][CH2:7][NH:6][C@H:5]2[CH:9]([CH3:11])C)CC1.F[C:14]1[CH:21]=[CH:20][C:17]([C:18]#[N:19])=[C:16]([O:22][CH3:23])[CH:15]=1.C(=O)([O-])[O-].[Li+].[Li+].